From a dataset of Reaction yield outcomes from USPTO patents with 853,638 reactions. Predict the reaction yield, written as a fraction of the theoretical maximum amount of product (1.0 means a 100% yield; for example, 0.34 means a 34% yield). (1) The reactants are [C:1]([O:5][C:6](=[O:22])[N:7]([CH:9]1[CH2:21][CH2:20][C:12]2(OCC(C)(C)C[O:13]2)[CH2:11][CH2:10]1)[CH3:8])([CH3:4])([CH3:3])[CH3:2].CC1C=CC(S([O-])(=O)=O)=CC=1.C1C=C[NH+]=CC=1. The catalyst is CC(C)=O.O. The product is [C:1]([O:5][C:6](=[O:22])[N:7]([CH3:8])[CH:9]1[CH2:21][CH2:20][C:12](=[O:13])[CH2:11][CH2:10]1)([CH3:4])([CH3:3])[CH3:2]. The yield is 0.870. (2) The reactants are [CH3:1][O:2][C:3]([C:5]1[CH:10]=[CH:9][C:8]([CH2:11][NH:12][C:13]2[CH:19]=[CH:18][C:17]([C:20]3[O:21][C:22]4[CH:28]=[CH:27][CH:26]=[CH:25][C:23]=4[N:24]=3)=[CH:16][C:14]=2[NH2:15])=[CH:7][CH:6]=1)=[O:4].Cl.[C:30](=N)(OC)[CH3:31].C(=O)([O-])O.[Na+]. The catalyst is CO. The product is [O:21]1[C:22]2[CH:28]=[CH:27][CH:26]=[CH:25][C:23]=2[N:24]=[C:20]1[C:17]1[CH:18]=[CH:19][C:13]2[N:12]([CH2:11][C:8]3[CH:7]=[CH:6][C:5]([C:3]([O:2][CH3:1])=[O:4])=[CH:10][CH:9]=3)[C:30]([CH3:31])=[N:15][C:14]=2[CH:16]=1. The yield is 0.980. (3) The reactants are F[C:2]1[N:7]2[CH:8]=[C:9]([CH2:11][N:12]3[C@H:25]4[C@H:16]([CH2:17][CH2:18][C:19]5[C:24]4=[N:23][CH:22]=[CH:21][CH:20]=5)[CH2:15][CH2:14][CH2:13]3)[N:10]=[C:6]2[CH:5]=[CH:4][CH:3]=1.[NH2:26][CH:27]1[CH2:31][CH2:30][N:29](C(OC(C)(C)C)=O)[CH2:28]1.FC(F)(F)C(O)=O. The catalyst is C(O)C. The product is [N:12]1([CH2:11][C:9]2[N:10]=[C:6]3[CH:5]=[CH:4][CH:3]=[C:2]([NH:26][CH:27]4[CH2:31][CH2:30][NH:29][CH2:28]4)[N:7]3[CH:8]=2)[C@H:25]2[C@H:16]([CH2:17][CH2:18][C:19]3[C:24]2=[N:23][CH:22]=[CH:21][CH:20]=3)[CH2:15][CH2:14][CH2:13]1. The yield is 0.260.